Dataset: Peptide-MHC class I binding affinity with 185,985 pairs from IEDB/IMGT. Task: Regression. Given a peptide amino acid sequence and an MHC pseudo amino acid sequence, predict their binding affinity value. This is MHC class I binding data. (1) The peptide sequence is TDRGKDKVKVL. The MHC is Mamu-A11 with pseudo-sequence Mamu-A11. The binding affinity (normalized) is 0. (2) The peptide sequence is VTDSQYALGI. The MHC is HLA-B53:01 with pseudo-sequence HLA-B53:01. The binding affinity (normalized) is 0.